Dataset: Reaction yield outcomes from USPTO patents with 853,638 reactions. Task: Predict the reaction yield, written as a fraction of the theoretical maximum amount of product (1.0 means a 100% yield; for example, 0.34 means a 34% yield). The reactants are [N+:1]([CH2:3][C:4]([O:6]C)=O)#[C-:2].[NH:8]1[CH2:12][CH2:11][CH2:10][CH2:9]1. No catalyst specified. The product is [N+:1]([CH2:3][C:4]([N:8]1[CH2:12][CH2:11][CH2:10][CH2:9]1)=[O:6])#[C-:2]. The yield is 0.980.